From a dataset of Forward reaction prediction with 1.9M reactions from USPTO patents (1976-2016). Predict the product of the given reaction. (1) Given the reactants C([Li])CCC.C[Si](N[Si](C)(C)C)(C)C.[C:15]1([C:37]2[CH:42]=[CH:41][CH:40]=[CH:39][CH:38]=2)[CH:20]=[CH:19][C:18]([CH2:21][C@H:22]2[N:26]([CH2:27]C3C=CC(OC)=CC=3)[C:25](=O)[CH2:24][CH2:23]2)=[CH:17][CH:16]=1.[C:43](Cl)(=O)[C:44]1[CH:49]=[CH:48][CH:47]=[CH:46][CH:45]=1.C=O.[C:54]([O-:57])([O-])=O.[K+].[K+], predict the reaction product. The product is: [C:15]1([C:37]2[CH:42]=[CH:41][CH:40]=[CH:39][CH:38]=2)[CH:16]=[CH:17][C:18]([CH2:21][C@H:22]2[N:26](/[CH:27]=[CH:43]/[C:44]3[CH:49]=[CH:48][CH:47]=[CH:46][CH:45]=3)[C:54](=[O:57])[C:24](=[CH2:25])[CH2:23]2)=[CH:19][CH:20]=1. (2) Given the reactants C[CH:2]1[CH2:6][CH2:5][CH2:4][C:3]1([C:10]1[CH:15]=[CH:14][C:13]([F:16])=[CH:12][CH:11]=1)[C:7]([OH:9])=[O:8].S(=O)(=O)(O)O.[C:22](=O)([O-])[O-].[Na+].[Na+], predict the reaction product. The product is: [F:16][C:13]1[CH:14]=[CH:15][C:10]([C:3]2([C:7]([O:9][CH3:22])=[O:8])[CH2:4][CH2:5][CH2:6][CH2:2]2)=[CH:11][CH:12]=1. (3) The product is: [C:35]([NH:45][C@H:46]([C:51]([N:1]1[CH2:5][CH:4]=[CH:3][CH2:2]1)=[O:52])[CH2:47][CH:48]([CH3:49])[CH3:50])([O:37][CH2:38][C:39]1[CH:44]=[CH:43][CH:42]=[CH:41][CH:40]=1)=[O:36]. Given the reactants [NH:1]1[CH2:5][CH:4]=[CH:3][CH2:2]1.CN1CCOCC1.Cl.CN(C)CCCN=C=NCC.ON1C2C=CC=CC=2N=N1.[C:35]([NH:45][C@H:46]([C:51](O)=[O:52])[CH2:47][CH:48]([CH3:50])[CH3:49])([O:37][CH2:38][C:39]1[CH:44]=[CH:43][CH:42]=[CH:41][CH:40]=1)=[O:36], predict the reaction product.